From a dataset of Experimentally validated miRNA-target interactions with 360,000+ pairs, plus equal number of negative samples. Binary Classification. Given a miRNA mature sequence and a target amino acid sequence, predict their likelihood of interaction. (1) The miRNA is mmu-miR-466m-5p with sequence UGUGUGCAUGUGCAUGUGUGUAU. The protein sequence of the target gene is MAGKQPPPLMKKHSQTDLVSRLKTRKILGVGGEDDDGEVHRSKISQVLGNEIKFAVREPLGLRVWQFLSAMLFSSVAIMALALPDQLYDAVFDGAEVTSKTPIRLYGGALLSISLIMWNALYTAEKVIIRWTLLTEACYFGVQSLVVTATLAETGLMSLGTVLLLASRLLFVIVSIYYYYQVGRKPKKV. Result: 1 (interaction). (2) The miRNA is hsa-miR-1255a with sequence AGGAUGAGCAAAGAAAGUAGAUU. Result: 0 (no interaction). The protein sequence of the target gene is MAGLRVLLCLGALLARQGSAGLQLLLNPSRANLSVRPNSEVLPGIHPDLEAVAIGEVHDNVTLRCGSASGSRGLVTWYRNDSEPAFLVSFNSSLPPAAPRFSLEDAGALRIEALRLEDDGNYTCQEVLNETHWFPVRLRVASGPAYVEVNISATGTLPNGTLYAARGSQVDFNCCSAAQPPPEVEWWIQTHSIPEFLGKNLSANSFTLMLMSQNLQGNYTCSATNVLSGRQRKVTTELLVYWPPPSAPQCSVEVSSESTTLELACNWDGGYPDPTFLWTEEPGGTIMGNSKLQTLSPAQL.... (3) The miRNA is hsa-miR-6749-3p with sequence CUCCUCCCCUGCCUGGCCCAG. The protein sequence of the target gene is MAQHDFVPAWLNFSTPQSAKSPTATFEKHGEHLPRGEGRFGVSRRRHNSSDGFFNNGPLRTAGDSWHQPSLFRHDSVDSGVSKGAYAGITGNPSGWHSSSRGHDGMSQRSGGGTGNHRHWNGSFHSRKGCAFQEKPPMEIREEKKEDKVEKLQFEEEDFPSLNPEAGKQHQPCRPIGTPSGVWENPPSAKQPSKMLVIKKVSKEDPAAAFSAAFTSPGSHHANGNKLSSVVPSVYKNLVPKPVPPPSKPNAWKANRMEHKSGSLSSSRESAFTSPISVTKPVVLASGAALSSPKESPSST.... Result: 0 (no interaction). (4) The miRNA is hsa-miR-3180 with sequence UGGGGCGGAGCUUCCGGAG. The protein sequence of the target gene is MASTISAYKEKMKELSVLSLICSCFYTQPHPNTVYQYGDMEVKQLDKRASGQSFEVILKSPSDLSPESPMLSSPPKKKDTSLEELQKRLEAAEERRKTQEAQVLKQLAERREHEREVLHKALEENNNFSRQAEEKLNYKMELSKEIREAHLAALRERLREKELHAAEVRRNKEQREEMSG. Result: 1 (interaction). (5) The miRNA is hsa-miR-4659a-3p with sequence UUUCUUCUUAGACAUGGCAACG. The protein sequence of the target gene is MNHFRKMEVINLTTLPMIPVDEHLAVSLVARNTMVKTVRKELENNPPSCLIGSMHQVNQKIADINLRTEPSANSLAIERFELEKKALREKTRSSPEDKVKRQRKSQYSCKGSELRHARSSVIKRKTADKNLLAELYQYSNFNSSKPNKLPNGVDFCDMVGNVVRAERDCLSGKHFCSGRELEKFLSSSSPRAIWLDSFWWIFHERYQPNKELQNNLFDRIAQHYALLLFRVPKSHSEEALLKRLPSLLSKAVYTSFCCCFPQSWFDTHEFKSDICNTMSLWISGTYPSPQSYDSWDYSEL.... Result: 1 (interaction). (6) The miRNA is hsa-miR-374a-3p with sequence CUUAUCAGAUUGUAUUGUAAUU. The protein sequence of the target gene is MPGRAGVARFCLLALALQLHWPLAACEPGWTTRGSQEGSPPLQHELIIPQWRTSESPGRGKHPLRAELRVMAEGRELILDLEKNEHLFAPAYTETCYTASGNPQTSTLKSEDHCFYHGTVRDVDESSVTLSTCRGIRGLIIVRSNLSYIIEPVPNSDSQHRIYRSEHLTLPPGNCGFEHSGPTSKDWALQFTHQTKKQPRRMKREDLHSMKYVELYLVADYAEFQKNRHDQDATKRKLMEIANYVDKFYRSLNIRIALVGLEVWTHGDKCEVSENPYSTLWSFLSWRRKLLAQKSHDNAQ.... Result: 0 (no interaction). (7) The miRNA is hsa-miR-4472 with sequence GGUGGGGGGUGUUGUUUU. The protein sequence of the target gene is MAAAVPDEAVARDVQRLLVQFQDEGGQLLGSPFDVPVDITPDRLQLVCNALLAQEDPLPLAFFVHDAEIVSSLGKTLESQAVETEKVLDIIYQPQAIFRVRAVTRCTSSLEGHSEAVISVAFSPTGKYLASGSGDTTVRFWDLSTETPHFTCKGHRHWVLSISWSPDGRKLASGCKNGQILLWDPSTGKQVGRTLAGHSKWITGLSWEPLHANPECRYVASSSKDGSVRIWDTTAGRCERILTGHTQSVTCLRWGGDGLLYSASQDRTIKVWRAHDGVLCRTLQGHGHWVNTMALSTDYA.... Result: 1 (interaction).